This data is from NCI-60 drug combinations with 297,098 pairs across 59 cell lines. The task is: Regression. Given two drug SMILES strings and cell line genomic features, predict the synergy score measuring deviation from expected non-interaction effect. (1) Drug 1: CC1=C2C(C(=O)C3(C(CC4C(C3C(C(C2(C)C)(CC1OC(=O)C(C(C5=CC=CC=C5)NC(=O)OC(C)(C)C)O)O)OC(=O)C6=CC=CC=C6)(CO4)OC(=O)C)OC)C)OC. Drug 2: C(CN)CNCCSP(=O)(O)O. Cell line: SF-295. Synergy scores: CSS=49.7, Synergy_ZIP=8.05, Synergy_Bliss=6.62, Synergy_Loewe=-35.6, Synergy_HSA=7.00. (2) Drug 1: CC1OCC2C(O1)C(C(C(O2)OC3C4COC(=O)C4C(C5=CC6=C(C=C35)OCO6)C7=CC(=C(C(=C7)OC)O)OC)O)O. Drug 2: CN(CCCl)CCCl.Cl. Cell line: MALME-3M. Synergy scores: CSS=18.7, Synergy_ZIP=-8.04, Synergy_Bliss=-0.384, Synergy_Loewe=-3.74, Synergy_HSA=0.412. (3) Drug 2: CC12CCC3C(C1CCC2OP(=O)(O)O)CCC4=C3C=CC(=C4)OC(=O)N(CCCl)CCCl.[Na+]. Drug 1: C1=CN(C(=O)N=C1N)C2C(C(C(O2)CO)O)O.Cl. Synergy scores: CSS=41.5, Synergy_ZIP=3.47, Synergy_Bliss=1.49, Synergy_Loewe=-57.8, Synergy_HSA=1.44. Cell line: SW-620. (4) Drug 1: CCCCCOC(=O)NC1=NC(=O)N(C=C1F)C2C(C(C(O2)C)O)O. Drug 2: CS(=O)(=O)OCCCCOS(=O)(=O)C. Cell line: MALME-3M. Synergy scores: CSS=15.5, Synergy_ZIP=-11.4, Synergy_Bliss=-4.13, Synergy_Loewe=-2.01, Synergy_HSA=-0.845. (5) Drug 1: CCC1(CC2CC(C3=C(CCN(C2)C1)C4=CC=CC=C4N3)(C5=C(C=C6C(=C5)C78CCN9C7C(C=CC9)(C(C(C8N6C=O)(C(=O)OC)O)OC(=O)C)CC)OC)C(=O)OC)O.OS(=O)(=O)O. Drug 2: B(C(CC(C)C)NC(=O)C(CC1=CC=CC=C1)NC(=O)C2=NC=CN=C2)(O)O. Cell line: NCI-H322M. Synergy scores: CSS=9.55, Synergy_ZIP=-7.11, Synergy_Bliss=-9.34, Synergy_Loewe=-18.0, Synergy_HSA=-10.4. (6) Drug 1: CCC1(CC2CC(C3=C(CCN(C2)C1)C4=CC=CC=C4N3)(C5=C(C=C6C(=C5)C78CCN9C7C(C=CC9)(C(C(C8N6C)(C(=O)OC)O)OC(=O)C)CC)OC)C(=O)OC)O.OS(=O)(=O)O. Drug 2: CN(CC1=CN=C2C(=N1)C(=NC(=N2)N)N)C3=CC=C(C=C3)C(=O)NC(CCC(=O)O)C(=O)O. Cell line: NCI-H522. Synergy scores: CSS=3.51, Synergy_ZIP=0.415, Synergy_Bliss=-1.29, Synergy_Loewe=-18.6, Synergy_HSA=-3.19.